From a dataset of Reaction yield outcomes from USPTO patents with 853,638 reactions. Predict the reaction yield, written as a fraction of the theoretical maximum amount of product (1.0 means a 100% yield; for example, 0.34 means a 34% yield). (1) The reactants are [OH:1][N:2]=[C:3]([C:5]1[C:9]([NH:10][CH2:11][CH2:12][CH2:13][NH:14][S:15]([CH3:18])(=[O:17])=[O:16])=[N:8][O:7][N:6]=1)[NH2:4].[Cl:19][C:20]1[CH:21]=[C:22]([CH:24]=[CH:25][C:26]=1[F:27])N. No catalyst specified. The product is [Cl:19][C:20]1[CH:21]=[C:22]([NH:4][C:3]([C:5]2[C:9]([NH:10][CH2:11][CH2:12][CH2:13][NH:14][S:15]([CH3:18])(=[O:17])=[O:16])=[N:8][O:7][N:6]=2)=[N:2][OH:1])[CH:24]=[CH:25][C:26]=1[F:27]. The yield is 0.100. (2) The product is [F:1][C:2]1[CH:3]=[C:4]([CH:5]=[CH:6][C:7]=1[N+:8]([O-:10])=[O:9])[NH2:11]. The reactants are [F:1][C:2]1[CH:3]=[C:4]([NH:11]C(=O)C(C)(C)C)[CH:5]=[CH:6][C:7]=1[N+:8]([O-:10])=[O:9].C(=O)([O-])[O-].[K+].[K+]. The yield is 0.990. The catalyst is C(Cl)Cl.Cl.C(OCC)(=O)C. (3) The reactants are Br[C:2]1[CH:3]=[C:4]2[C:9](=[CH:10][CH:11]=1)[N:8]=[CH:7][C:6]([C:12]([CH:14]1[CH2:16][CH2:15]1)=[O:13])=[C:5]2[N:17]1[CH2:22][CH2:21][CH:20]([CH:23]([N:25]([CH3:27])[CH3:26])[CH3:24])[CH2:19][CH2:18]1.[Cl:28][C:29]1[CH:34]=[C:33](B2OC(C)(C)C(C)(C)O2)[CH:32]=[C:31]([O:44][CH3:45])[C:30]=1[OH:46]. No catalyst specified. The product is [Cl:28][C:29]1[CH:34]=[C:33]([C:2]2[CH:3]=[C:4]3[C:9](=[CH:10][CH:11]=2)[N:8]=[CH:7][C:6]([C:12]([CH:14]2[CH2:16][CH2:15]2)=[O:13])=[C:5]3[N:17]2[CH2:22][CH2:21][CH:20]([CH:23]([N:25]([CH3:27])[CH3:26])[CH3:24])[CH2:19][CH2:18]2)[CH:32]=[C:31]([O:44][CH3:45])[C:30]=1[OH:46]. The yield is 0.560. (4) The reactants are [Cl:1][C:2]1[CH:3]=[C:4]([C:9]2[O:13][C:12](/[CH:14]=[C:15](/[NH2:17])\[CH3:16])=[CH:11][CH:10]=2)[CH:5]=[CH:6][C:7]=1[Cl:8]. The catalyst is CO.CCOC(C)=O.Cl.[Pd]. The product is [ClH:1].[Cl:1][C:2]1[CH:3]=[C:4]([C:9]2[O:13][C:12]([CH2:14][CH:15]([NH2:17])[CH3:16])=[CH:11][CH:10]=2)[CH:5]=[CH:6][C:7]=1[Cl:8]. The yield is 0.290. (5) The reactants are [Cl:1][C:2]1[C:3]([F:28])=[C:4]([CH:25]=[CH:26][CH:27]=1)[NH:5][C:6]1[C:15]2[C:10](=[CH:11][C:12]([O:23][CH3:24])=[C:13]([O:16][CH:17]3[CH2:22][CH2:21][NH:20][CH2:19][CH2:18]3)[CH:14]=2)[N:9]=[CH:8][N:7]=1.C(N(C(C)C)CC)(C)C.Br[CH2:39][C:40]([NH2:42])=[O:41]. The catalyst is C(Cl)Cl. The product is [C:40]([CH2:39][N:20]1[CH2:21][CH2:22][CH:17]([O:16][C:13]2[CH:14]=[C:15]3[C:10](=[CH:11][C:12]=2[O:23][CH3:24])[N:9]=[CH:8][N:7]=[C:6]3[NH:5][C:4]2[CH:25]=[CH:26][CH:27]=[C:2]([Cl:1])[C:3]=2[F:28])[CH2:18][CH2:19]1)(=[O:41])[NH2:42]. The yield is 0.600. (6) The reactants are [C:1](Cl)(=[O:3])[CH3:2].Cl.[NH2:6][CH:7]1[CH2:13][CH:12]2[N:14]([C:15]3[C:24]4[C:19](=[CH:20][CH:21]=[CH:22][CH:23]=4)[C:18]([C:25]#[N:26])=[CH:17][CH:16]=3)[CH:9]([CH2:10][CH2:11]2)[CH2:8]1.CCN(C(C)C)C(C)C.O. The catalyst is CN(C=O)C. The product is [C:25]([C:18]1[C:19]2[C:24](=[CH:23][CH:22]=[CH:21][CH:20]=2)[C:15]([N:14]2[CH:12]3[CH2:11][CH2:10][CH:9]2[CH2:8][CH:7]([NH:6][C:1](=[O:3])[CH3:2])[CH2:13]3)=[CH:16][CH:17]=1)#[N:26]. The yield is 0.560. (7) The reactants are [N:1]1([C:7]2[N:12]=[C:11]([CH2:13][CH2:14][NH2:15])[CH:10]=[CH:9][CH:8]=2)[CH2:6][CH2:5][CH2:4][CH2:3][CH2:2]1.[Cl:16][C:17]1[CH:18]=[C:19]2[C:23](=[CH:24][CH:25]=1)[NH:22][C:21]([C:26](O)=[O:27])=[C:20]2[CH2:29][CH3:30].C(N=C=NCCCN(C)C)C.N1(O)C2C=CC=CC=2N=N1.C(N(C(C)C)C(C)C)C. The catalyst is CN1C(=O)CCC1.O. The product is [Cl:16][C:17]1[CH:18]=[C:19]2[C:23](=[CH:24][CH:25]=1)[NH:22][C:21]([C:26]([NH:15][CH2:14][CH2:13][C:11]1[CH:10]=[CH:9][CH:8]=[C:7]([N:1]3[CH2:2][CH2:3][CH2:4][CH2:5][CH2:6]3)[N:12]=1)=[O:27])=[C:20]2[CH2:29][CH3:30]. The yield is 0.706. (8) The reactants are [NH2:1][C:2]1[C:22]([C:23]2[CH:28]=[CH:27][CH:26]=[CH:25][N:24]=2)=[C:5]2[NH:6][C:7]([C:11]3[CH:12]=[C:13]4[C:17](=[CH:18][CH:19]=3)[N:16]([CH2:20][CH3:21])[N:15]=[CH:14]4)=[CH:8][C:9](=[O:10])[N:4]2[N:3]=1.[C:29](OC(=O)C)(=[O:31])[CH3:30]. The catalyst is N1C=CC=CC=1.O. The product is [CH2:20]([N:16]1[C:17]2[C:13](=[CH:12][C:11]([C:7]3[NH:6][C:5]4[N:4]([N:3]=[C:2]([NH:1][C:29](=[O:31])[CH3:30])[C:22]=4[C:23]4[CH:28]=[CH:27][CH:26]=[CH:25][N:24]=4)[C:9](=[O:10])[CH:8]=3)=[CH:19][CH:18]=2)[CH:14]=[N:15]1)[CH3:21]. The yield is 0.610. (9) The reactants are O=P(Cl)(Cl)[Cl:3].[CH3:6][C:7]1[C:8]([C:14]([O:16][CH3:17])=[O:15])=[N+:9]([O-])[CH:10]=[CH:11][CH:12]=1. No catalyst specified. The product is [Cl:3][C:10]1[N:9]=[C:8]([C:14]([O:16][CH3:17])=[O:15])[C:7]([CH3:6])=[CH:12][CH:11]=1. The yield is 0.209.